Predict the reaction yield, written as a fraction of the theoretical maximum amount of product (1.0 means a 100% yield; for example, 0.34 means a 34% yield). From a dataset of Reaction yield outcomes from USPTO patents with 853,638 reactions. (1) The reactants are Cl.[OH:2][CH:3]([CH2:17][CH3:18])[CH2:4][NH:5][CH2:6][C:7]1[CH:12]=[CH:11][C:10]([S:13]([NH2:16])(=[O:15])=[O:14])=[CH:9][CH:8]=1.[C:19]([C:27]1[CH:35]=[C:34]([Br:36])[CH:33]=[CH:32][C:28]=1[C:29](O)=[O:30])(=O)[C:20]1[CH:25]=[CH:24][CH:23]=[CH:22][CH:21]=1.ON1C2C=CC=CC=2N=N1.CCN=C=NCCCN(C)C. The catalyst is CN(C=O)C.C(N(CC)CC)C. The product is [Br:36][C:34]1[CH:35]=[C:27]2[C:28](=[CH:32][CH:33]=1)[C:29](=[O:30])[N:5]([CH2:6][C:7]1[CH:8]=[CH:9][C:10]([S:13]([NH2:16])(=[O:14])=[O:15])=[CH:11][CH:12]=1)[C:4]([C:3](=[O:2])[CH2:17][CH3:18])=[C:19]2[C:20]1[CH:25]=[CH:24][CH:23]=[CH:22][CH:21]=1. The yield is 0.170. (2) The reactants are C[O:2][C:3](=[O:21])[C:4]1[CH:9]=[CH:8][CH:7]=[C:6]([O:10][C:11]2[CH:12]=[CH:13][C:14]3[CH2:18][O:17][B:16]([OH:19])[C:15]=3[CH:20]=2)[CH:5]=1.O.[Li+].[OH-]. The catalyst is C1COCC1. The product is [OH:19][B:16]1[C:15]2[CH:20]=[C:11]([O:10][C:6]3[CH:5]=[C:4]([CH:9]=[CH:8][CH:7]=3)[C:3]([OH:21])=[O:2])[CH:12]=[CH:13][C:14]=2[CH2:18][O:17]1. The yield is 0.930. (3) The reactants are [OH:1][C:2]1[CH:7]=[CH:6][N:5]=[C:4]([NH:8][C:9](=[O:13])[CH2:10][O:11][CH3:12])[CH:3]=1.C1CCN2C(=NCCC2)CC1.[Cl:25][C:26]1[C:33]([N+:34]([O-:36])=[O:35])=[CH:32][CH:31]=[C:30](F)[C:27]=1[C:28]#[N:29].O. The catalyst is CC#N. The product is [Cl:25][C:26]1[C:27]([C:28]#[N:29])=[C:30]([CH:31]=[CH:32][C:33]=1[N+:34]([O-:36])=[O:35])[O:1][C:2]1[CH:7]=[CH:6][N:5]=[C:4]([NH:8][C:9](=[O:13])[CH2:10][O:11][CH3:12])[CH:3]=1. The yield is 0.520. (4) The reactants are Cl[C:2]1[CH:11]=[CH:10][C:5]([C:6]([O:8][CH3:9])=[O:7])=[CH:4][N:3]=1.[S:12]1[C:16](B(O)O)=[CH:15][C:14]2[CH:20]=[CH:21][CH:22]=[CH:23][C:13]1=2.C(=O)([O-])[O-].[Na+].[Na+]. The catalyst is C1(C)C=CC=CC=1.C(O)C.[Pd].C1(P(C2C=CC=CC=2)C2C=CC=CC=2)C=CC=CC=1.C1(P(C2C=CC=CC=2)C2C=CC=CC=2)C=CC=CC=1.C1(P(C2C=CC=CC=2)C2C=CC=CC=2)C=CC=CC=1.C1(P(C2C=CC=CC=2)C2C=CC=CC=2)C=CC=CC=1. The product is [CH3:9][O:8][C:6](=[O:7])[C:5]1[CH:10]=[CH:11][CH:2]=[N:3][C:4]=1[C:16]1[S:12][C:13]2[CH:23]=[CH:22][CH:21]=[CH:20][C:14]=2[CH:15]=1. The yield is 0.780.